This data is from Reaction yield outcomes from USPTO patents with 853,638 reactions. The task is: Predict the reaction yield, written as a fraction of the theoretical maximum amount of product (1.0 means a 100% yield; for example, 0.34 means a 34% yield). (1) The reactants are [BH4-].[Na+].[F:3][C:4]1[CH:9]=[C:8]([I:10])[CH:7]=[CH:6][C:5]=1[NH:11][C:12]1[C:13]([NH:23][S:24]([C:27]2([CH2:30][CH:31]=[O:32])[CH2:29][CH2:28]2)(=[O:26])=[O:25])=[C:14]2[O:22][CH2:21][CH2:20][N:15]2[C:16](=[O:19])[C:17]=1[CH3:18]. The catalyst is C1COCC1.CO.C(Cl)Cl. The product is [F:3][C:4]1[CH:9]=[C:8]([I:10])[CH:7]=[CH:6][C:5]=1[NH:11][C:12]1[C:13]([NH:23][S:24]([C:27]2([CH2:30][CH2:31][OH:32])[CH2:29][CH2:28]2)(=[O:26])=[O:25])=[C:14]2[O:22][CH2:21][CH2:20][N:15]2[C:16](=[O:19])[C:17]=1[CH3:18]. The yield is 0.580. (2) The reactants are Cl[C:2]([O:4][C:5]1[CH:10]=[CH:9][C:8]([CH2:11][C:12]2[CH:17]=[CH:16][C:15]([C:18]([F:21])([F:20])[F:19])=[CH:14][CH:13]=2)=[CH:7][CH:6]=1)=[O:3].[NH:22]1[CH2:27][CH2:26][CH:25]([CH2:28][C:29]2[N:34]=[CH:33][CH:32]=[CH:31][N:30]=2)[CH2:24][CH2:23]1. No catalyst specified. The product is [F:19][C:18]([F:21])([F:20])[C:15]1[CH:16]=[CH:17][C:12]([CH2:11][C:8]2[CH:9]=[CH:10][C:5]([O:4][C:2]([N:22]3[CH2:27][CH2:26][CH:25]([CH2:28][C:29]4[N:30]=[CH:31][CH:32]=[CH:33][N:34]=4)[CH2:24][CH2:23]3)=[O:3])=[CH:6][CH:7]=2)=[CH:13][CH:14]=1. The yield is 0.340. (3) The reactants are [CH3:1][O:2][C:3]1[CH:8]=[CH:7][C:6]([NH:9][C:10]2[CH:15]=[CH:14][CH:13]=[CH:12][N:11]=2)=[CH:5][CH:4]=1.[CH3:16]C([O-])(C)C.[K+].CI. The catalyst is CN(C=O)C.O. The product is [CH3:1][O:2][C:3]1[CH:4]=[CH:5][C:6]([N:9]([CH3:16])[C:10]2[CH:15]=[CH:14][CH:13]=[CH:12][N:11]=2)=[CH:7][CH:8]=1. The yield is 0.770. (4) The reactants are [N+:1]([C:4]1[CH:5]=[C:6]([CH:18]=[CH:19][CH:20]=1)[O:7][C:8]1[CH:9]=[CH:10][C:11]2[N:12]([N:14]=[C:15]([NH2:17])[N:16]=2)[CH:13]=1)([O-:3])=[O:2].[CH:21]1([C:24](Cl)=[O:25])[CH2:23][CH2:22]1.O. The catalyst is CN(C)C(=O)C. The product is [N+:1]([C:4]1[CH:5]=[C:6]([CH:18]=[CH:19][CH:20]=1)[O:7][C:8]1[CH:9]=[CH:10][C:11]2[N:12]([N:14]=[C:15]([NH:17][C:24]([CH:21]3[CH2:23][CH2:22]3)=[O:25])[N:16]=2)[CH:13]=1)([O-:3])=[O:2]. The yield is 0.880. (5) The catalyst is ClCCl. The product is [C:2](=[O:3])([O:24][CH2:23][CH2:22][S:21][S:20][C:15]1[CH:16]=[CH:17][CH:18]=[CH:19][N:14]=1)[O:4][C:5]1[CH:6]=[CH:7][C:8]([N+:11]([O-:13])=[O:12])=[CH:9][CH:10]=1. The reactants are Cl[C:2]([O:4][C:5]1[CH:10]=[CH:9][C:8]([N+:11]([O-:13])=[O:12])=[CH:7][CH:6]=1)=[O:3].[N:14]1[CH:19]=[CH:18][CH:17]=[CH:16][C:15]=1[S:20][S:21][CH2:22][CH2:23][OH:24].C(N(CC)C(C)C)(C)C. The yield is 0.810. (6) The reactants are Br.[CH2:2]([C:4]1[N:5]=[C:6]([C@@H:9]([NH2:20])[CH2:10][C:11]2[CH:16]=[CH:15][C:14]([N+:17]([O-:19])=[O:18])=[CH:13][CH:12]=2)[S:7][CH:8]=1)[CH3:3].CCN(CC)CC.[CH2:28]([N:35]=[C:36]=[O:37])[C:29]1[CH:34]=[CH:33][CH:32]=[CH:31][CH:30]=1. The catalyst is C(Cl)Cl. The product is [CH2:28]([NH:35][C:36]([NH:20][C@H:9]([C:6]1[S:7][CH:8]=[C:4]([CH2:2][CH3:3])[N:5]=1)[CH2:10][C:11]1[CH:16]=[CH:15][C:14]([N+:17]([O-:19])=[O:18])=[CH:13][CH:12]=1)=[O:37])[C:29]1[CH:34]=[CH:33][CH:32]=[CH:31][CH:30]=1. The yield is 0.960. (7) The reactants are [O:1]1[CH:5]=[CH:4][CH:3]=[C:2]1[C:6]1[CH:18]=[CH:17][C:9]([C:10]([O:12][C:13]([CH3:16])([CH3:15])[CH3:14])=[O:11])=[CH:8][CH:7]=1. The catalyst is CO.[Pd]. The product is [O:1]1[CH2:5][CH2:4][CH2:3][CH:2]1[C:6]1[CH:18]=[CH:17][C:9]([C:10]([O:12][C:13]([CH3:14])([CH3:16])[CH3:15])=[O:11])=[CH:8][CH:7]=1. The yield is 0.860.